Dataset: Experimentally validated miRNA-target interactions with 360,000+ pairs, plus equal number of negative samples. Task: Binary Classification. Given a miRNA mature sequence and a target amino acid sequence, predict their likelihood of interaction. (1) The miRNA is hsa-miR-4525 with sequence GGGGGGAUGUGCAUGCUGGUU. The protein sequence of the target gene is MVDGTLLLLLSEALALTQTWAGSHSLKYFHTSVSRPGRGEPRFISVGYVDDTQFVRFDNDAASPRMVPRAPWMEQEGSEYWDRETRSARDTAQIFRVNLRTLRGYYNQSEAGSHTLQWMHGCELGPDGRFLRGYEQFAYDGKDYLTLNEDLRSWTAVDTAAQISEQKSNDASEAEHQRAYLEDTCVEWLHKYLEKGKETLLHLEPPKTHVTHHPISDHEATLRCWALGFYPAEITLTWQQDGEGHTQDTELVETRPAGDGTFQKWAAVVVPSGEEQRYTCHVQHEGLPEPVTLRWKPASQ.... Result: 0 (no interaction). (2) The miRNA is rno-miR-433-3p with sequence AUCAUGAUGGGCUCCUCGGUGU. The protein sequence of the target gene is MEGAGGENEKKKMSSERRKEKSRDAARSRRSKESEVFYELAHQLPLPHNVSSHLDKASVMRLTISYLRVRKLLDAGDLDIEDEMKAQMNCFYLKAPDGFVMVLTDDGDMIYISDNVNKYMGLTQFELTGHSVFDFTHPCDHEEMREMLTHRNGPVRKGKEQNTQRSFFLRMKCTLTSRGRTMNIKSATWKVLHCTGHIHVYDTSSNQPQCGYKKPPMTCLVLICEPIPHPSNIEIPLDSKTFLSRHSLDMKFSYCDERITELMGYEPEELLGRSIYEYYHALDSDHLTKTHHDMFTKGQV.... Result: 1 (interaction). (3) The miRNA is hsa-miR-4443 with sequence UUGGAGGCGUGGGUUUU. The protein sequence of the target gene is MVWEVKTNQMPNAVQKLLLVMDKRASGMNDSLELLQCNENLPSSPGYNSCDEHMELDDLPELQAVQSDPTQSGMYQLSSDVSHQEYPRSSWNQNTSDIPETTYRENEVDWLTELANIATSPQSPLMQCSFYNRSSPVHIIATSKSLHSYARPPPVSSSSKSEPAFPHHHWKEETPVRHERANSESESGIFCMSSLSDDDDLGWCNSWPSTVWHCFLKGTRLCFHKGSNKEWQDVEDFARAEGCDNEEDLQMGIHKGYGSDGLKLLSHEESVSFGESVLKLTFDPGTVEDGLLTVECKLDH.... Result: 1 (interaction). (4) The miRNA is hsa-miR-548au-5p with sequence AAAAGUAAUUGCGGUUUUUGC. The protein sequence of the target gene is MKVSLGNGDMGVSAHLQPCKSGTTRFFTSNTHSSVVLQGFDQLRIEGLLCDVTLVPGDGEEIFPVHRAMMASASDYFKAMFTGGMKEKDLMCIKLHGVNKVGLKKIIDFIYTAKLSLNMDNLQDTLEAASFLQILPVLDFCKVFLISGVSLDNCVEVGRIANTYNLIEVDKYVNNFILKNFPALLNTGEFLKLPFERLAFVLSSNSLKHCSELELFKAACRWLRLEDPRMDYAAKLMKNIRFPLMTPQDLINYVQTVDFMRTDNTCVNLLLEASNYQMMPYMQPVMQSDRTAIRSDSTHL.... Result: 0 (no interaction). (5) The miRNA is hsa-let-7f-5p with sequence UGAGGUAGUAGAUUGUAUAGUU. The protein sequence of the target gene is MTVFLSFAFFAAILTHIGCSNQRRSPENGGRRYNRIQHGQCAYTFILPEHDGNCRESATEQYNTNALQRDAPHVETDFSSQKLQHLEHVMENYTQWLQKLENYIVENMKSEMAQIQQNAVQNHTATMLEIGTSLLSQTAEQTRKLTDVETQVLNQTSRLEIQLLENSLSTYELEKQLLQQTNEILKIQEKNSLLEHKILEMEGKHKEELDTLKEEKENLQGLVTRQTFIIQELEKQLSRATSNNSVLQKQQLELMDTVHNLVSLCTKEVLLKGGKREEEKPFRDCADVYQAGFNKSGIYT.... Result: 0 (no interaction). (6) The miRNA is hsa-miR-6086 with sequence GGAGGUUGGGAAGGGCAGAG. The protein sequence of the target gene is METPLDVLSRAASLVHADDEKREAALRGEPRMQTLPVASALSSHRTGPPPISPSKRKFSMEPGDEDLDCDNDHVSKMSRIFNPHLNKTANGDCRRDPRERSRSPIERAVAPTMSLHGSHLYTSLPSLGLEQPLALTKNSLDASRPAGLSPTLTPGERQQNRPSVITCASAGARNCNLSHCPIAHSGCAAPGPASYRRPPSAATTCDPVVEEHFRRSLGKNYKEPEPAPNSVSITGSVDDHFAKALGDTWLQIKAAKDGASSSPESASRRGQPASPSAHMVSHSHSPSVVS. Result: 0 (no interaction). (7) The miRNA is hsa-miR-4708-5p with sequence AGAGAUGCCGCCUUGCUCCUU. The protein sequence of the target gene is MALRRLLLLLLLSLESLDLLPSVHGARGRAANRTLSAGGAAVGGRRAGGALARGGRELNGTARAPGIPEAGSRRGQPAAAVAAAASAAVTYETCWGYYDVSGQYDKEFECNNSESGYLYCCGTCYYRFCCKKRHEKLDQRQCTNYQSPVWVQTPSTKVVSPGPENKYDPEKDKTNFTVYITCGVIAFVIVAGVFAKVSYDKAHRPPREMNIHRALADILRQQGPIPIAHCERETISAIDTSPKENTPVRSSSKNHYTPVRTAKQTPEKPRMNNILTSATEPYDLSFSRSFQNLAHLPPSY.... Result: 1 (interaction). (8) The miRNA is hsa-let-7g-5p with sequence UGAGGUAGUAGUUUGUACAGUU. The protein sequence of the target gene is MNGEEEFFDAVTGFDSDNSSIGEFSEANKISGMIDLDTSKSTRSGKNGEKPQQENGIQKHRTALPAPMFTRSDFSVWSILKKCIGLELSKITMPIAFNEPLSFLQRITEYMEHVYLIHKASSQSQPLERMQSVAAFAVSAVASQWERTGKPFNPLLGETYELIREDLGFRFISEQVSHHPPISAFYSEGLNQDFRFHGSIYPKLKFWGKSVEAEPRGTITLELLKHNEAYTWTNPTCCVHNVILGQLWIEQYGIVEIVNHRTGDKCILHFKPCGLFGKELHRVEGYIQDKNRKKLFIMYG.... Result: 0 (no interaction). (9) The miRNA is hsa-miR-3916 with sequence AAGAGGAAGAAAUGGCUGGUUCUCAG. The protein sequence of the target gene is MRSPRTRGRPGRPLSLLLALLCALRAKVCGASGQFELEILSMQNVNGELQNGNCCGGARNPGDRKCTRDECDTYFKVCLKEYQSRVTAGGPCSFGSGSTPVIGGNTFNLKASRGNDRNRIVLPFSFAWPRSYTLLVEAWDSSNDTIQPDSIIEKASHSGMINPSRQWQTLKQNTGIAHFEYQIRVTCDDHYYGFGCNKFCRPRDDFFGHYACDQNGNKTCMEGWMGPECNKAICRQGCSPKHGSCKLPGDCRCQYGWQGLYCDKCIPHPGCVHGTCNEPWQCLCETNWGGQLCDKDLNYC.... Result: 0 (no interaction).